This data is from Full USPTO retrosynthesis dataset with 1.9M reactions from patents (1976-2016). The task is: Predict the reactants needed to synthesize the given product. Given the product [OH:12][CH2:13][CH2:14][O:10][C:7]1[CH:8]=[CH:9][C:4]([C:2](=[O:3])[CH3:1])=[CH:5][CH:6]=1, predict the reactants needed to synthesize it. The reactants are: [CH3:1][C:2]([C:4]1[CH:5]=[CH:6][C:7]([OH:10])=[CH:8][CH:9]=1)=[O:3].C1(=O)O[CH2:14][CH2:13][O:12]1.[OH-].[Na+].